From a dataset of Full USPTO retrosynthesis dataset with 1.9M reactions from patents (1976-2016). Predict the reactants needed to synthesize the given product. (1) Given the product [ClH:39].[NH2:31][CH:28]1[CH2:27][CH2:26][N:25]([S:22]([CH2:21][C:16]2[CH:17]=[CH:18][CH:19]=[CH:20][C:15]=2[C:11]2[CH:10]=[CH:9][C:8]([C:5]3[N:6]=[CH:7][C:2]([NH2:1])=[N:3][CH:4]=3)=[C:13]([F:14])[CH:12]=2)(=[O:23])=[O:24])[CH2:30][CH2:29]1, predict the reactants needed to synthesize it. The reactants are: [NH2:1][C:2]1[N:3]=[CH:4][C:5]([C:8]2[C:13]([F:14])=[CH:12][C:11]([C:15]3[CH:20]=[CH:19][CH:18]=[CH:17][C:16]=3[CH2:21][S:22]([N:25]3[CH2:30][CH2:29][CH:28]([NH:31]C(=O)OC(C)(C)C)[CH2:27][CH2:26]3)(=[O:24])=[O:23])=[CH:10][CH:9]=2)=[N:6][CH:7]=1.[ClH:39]. (2) Given the product [C:1]([O:5][C:6]([N:8]1[CH2:13][CH2:12][C:11]([C:31](=[O:43])[NH:32][CH2:33][CH2:34][C:35]2[CH:40]=[CH:39][C:38]([O:41][CH3:42])=[CH:37][CH:36]=2)([NH2:44])[CH2:10][CH2:9]1)=[O:7])([CH3:4])([CH3:3])[CH3:2], predict the reactants needed to synthesize it. The reactants are: [C:1]([O:5][C:6]([N:8]1[CH2:13][CH2:12][C:11]([C:31](=[O:43])[NH:32][CH2:33][CH2:34][C:35]2[CH:40]=[CH:39][C:38]([O:41][CH3:42])=[CH:37][CH:36]=2)(C(OCC2C3C=CC=CC=3C3C2=CC=CC=3)=O)[CH2:10][CH2:9]1)=[O:7])([CH3:4])([CH3:3])[CH3:2].[NH:44]1CCCCC1. (3) Given the product [Cl:9][C:4]1[C:3]([CH2:2][C:10]#[N:11])=[CH:8][CH:7]=[CH:6][N:5]=1, predict the reactants needed to synthesize it. The reactants are: Br[CH2:2][C:3]1[C:4]([Cl:9])=[N:5][CH:6]=[CH:7][CH:8]=1.[C-:10]#[N:11].[Na+]. (4) Given the product [N:1]1[C:2]2[C:3](=[CH:6][CH:7]=[CH:8][CH:9]=2)[CH2:4][NH:5][C:18]=1[NH:17][C:14]1[CH:15]=[CH:16][C:11]([CH3:10])=[CH:12][CH:13]=1, predict the reactants needed to synthesize it. The reactants are: [NH2:1][C:2]1[CH:9]=[CH:8][CH:7]=[CH:6][C:3]=1[CH2:4][NH2:5].[CH3:10][C:11]1[CH:16]=[CH:15][C:14]([N:17]=[C:18]=S)=[CH:13][CH:12]=1. (5) Given the product [C:1]([O:5][C@@H:6]([C:12]1[C:21]([CH3:22])=[CH:20][C:19]2[C:14](=[CH:15][CH:16]=[CH:17][C:18]=2[CH3:23])[C:13]=1[OH:24])[C:7]([O:9][CH2:10][CH3:11])=[O:8])([CH3:4])([CH3:3])[CH3:2], predict the reactants needed to synthesize it. The reactants are: [C:1]([O:5][C@@H:6]([C:12]1[C:21]([CH3:22])=[CH:20][C:19]2[C:14](=[CH:15][CH:16]=[CH:17][C:18]=2[CH3:23])[C:13]=1[O:24]S(C)(=O)=O)[C:7]([O:9][CH2:10][CH3:11])=[O:8])([CH3:4])([CH3:3])[CH3:2].[F-].C([N+](CCCC)(CCCC)CCCC)CCC.C([O-])(O)=O.[Na+].